Predict the product of the given reaction. From a dataset of Forward reaction prediction with 1.9M reactions from USPTO patents (1976-2016). Given the reactants [Br:1][C:2]1[CH:3]=[C:4]([CH:18]=[C:19]([N+:21]([O-])=O)[CH:20]=1)[C:5]([NH:7][CH2:8][CH2:9][O:10][CH2:11][CH2:12][O:13][CH2:14][CH2:15][O:16][CH3:17])=[O:6].CC(O)=O.C(OCC)C, predict the reaction product. The product is: [NH2:21][C:19]1[CH:18]=[C:4]([CH:3]=[C:2]([Br:1])[CH:20]=1)[C:5]([NH:7][CH2:8][CH2:9][O:10][CH2:11][CH2:12][O:13][CH2:14][CH2:15][O:16][CH3:17])=[O:6].